Dataset: Forward reaction prediction with 1.9M reactions from USPTO patents (1976-2016). Task: Predict the product of the given reaction. (1) Given the reactants FC(F)(F)C(O)=O.COC[O:11][CH2:12][C@:13]1([CH3:24])[O:17][C:16]2=[N:18][C:19]([N+:21]([O-:23])=[O:22])=[CH:20][N:15]2[CH2:14]1, predict the reaction product. The product is: [OH:11][CH2:12][C@:13]1([CH3:24])[O:17][C:16]2=[N:18][C:19]([N+:21]([O-:23])=[O:22])=[CH:20][N:15]2[CH2:14]1. (2) Given the reactants [C:1](=O)([O-])[O-].[K+].[K+].[Cl:7][C:8]1[CH:9]=[C:10]([O:15][C:16]2[CH:21]=[CH:20][CH:19]=[CH:18][CH:17]=2)[C:11]([OH:14])=[N:12][CH:13]=1.[CH3:22][O:23][C:24](=[O:43])[CH2:25][CH2:26][C:27]1[CH:32]=[CH:31][C:30]([O:33][CH2:34][CH2:35][C@@H:36](OS(C)(=O)=O)[CH3:37])=[CH:29][CH:28]=1, predict the reaction product. The product is: [CH3:22][O:23][C:24](=[O:43])[CH2:25][CH2:26][C:27]1[CH:32]=[CH:31][C:30]([O:33][CH2:34][CH2:35][C@@H:36]([O:14][C:11]2[C:10]([O:15][C:16]3[CH:21]=[CH:20][CH:19]=[CH:18][CH:17]=3)=[CH:9][C:8]([Cl:7])=[CH:13][N:12]=2)[CH3:37])=[CH:29][C:28]=1[CH3:1]. (3) The product is: [CH3:1][CH:2]1[CH:7]([NH:8][C:9](=[O:15])[O:10][C:11]([CH3:14])([CH3:13])[CH3:12])[CH2:6][CH2:5][CH2:4][NH:3]1. Given the reactants [CH3:1][C:2]1[C:7]([NH:8][C:9](=[O:15])[O:10][C:11]([CH3:14])([CH3:13])[CH3:12])=[CH:6][CH:5]=[CH:4][N:3]=1.[H][H], predict the reaction product. (4) Given the reactants Br[C:2]1[CH:3]=[CH:4][C:5]([F:18])=[C:6]([C@:8]2([CH:15]([F:17])[F:16])[CH2:13][O:12][CH2:11][C:10]([NH2:14])=[N:9]2)[CH:7]=1.[C:19]([C:21]1[CH:22]=[C:23]([CH3:30])[C:24]([C:27]([NH2:29])=[O:28])=[N:25][CH:26]=1)#[N:20].[O-]P([O-])([O-])=O.[K+].[K+].[K+].CNCCNC, predict the reaction product. The product is: [NH2:14][C:10]1[CH2:11][O:12][CH2:13][C@:8]([C:6]2[CH:7]=[C:2]([NH:29][C:27]([C:24]3[C:23]([CH3:30])=[CH:22][C:21]([C:19]#[N:20])=[CH:26][N:25]=3)=[O:28])[CH:3]=[CH:4][C:5]=2[F:18])([CH:15]([F:17])[F:16])[N:9]=1. (5) Given the reactants [CH:1](NC(C)C)(C)C.C([Li])CCC.[Br:13][C:14]1[CH:19]=[CH:18][C:17]([CH2:20][C:21]([O:23][CH3:24])=[O:22])=[CH:16][CH:15]=1.IC.[Cl-].[NH4+], predict the reaction product. The product is: [Br:13][C:14]1[CH:15]=[CH:16][C:17]([CH:20]([CH3:1])[C:21]([O:23][CH3:24])=[O:22])=[CH:18][CH:19]=1. (6) Given the reactants Br[C:2]1[O:6][C:5]([CH3:7])=[C:4]([CH:8]=[O:9])[CH:3]=1.[F:10][C:11]1[CH:16]=[CH:15][C:14]([O:17][CH3:18])=[CH:13][C:12]=1B(O)O.C(=O)([O-])[O-].[Na+].[Na+].COCCOC, predict the reaction product. The product is: [F:10][C:11]1[CH:16]=[CH:15][C:14]([O:17][CH3:18])=[CH:13][C:12]=1[C:2]1[O:6][C:5]([CH3:7])=[C:4]([CH:8]=[O:9])[CH:3]=1.